This data is from CYP2C9 inhibition data for predicting drug metabolism from PubChem BioAssay. The task is: Regression/Classification. Given a drug SMILES string, predict its absorption, distribution, metabolism, or excretion properties. Task type varies by dataset: regression for continuous measurements (e.g., permeability, clearance, half-life) or binary classification for categorical outcomes (e.g., BBB penetration, CYP inhibition). Dataset: cyp2c9_veith. (1) The compound is CS(=O)(=O)N1CCC[C@@]2(CCN(C(c3ccccc3)c3ccccc3)C2)C1. The result is 0 (non-inhibitor). (2) The molecule is O=C(NCc1cc(F)cc2c1OCCO2)[C@H]1C[C@@H]1[C@H](NP(=O)(c1ccccc1)c1ccccc1)c1ccccc1. The result is 1 (inhibitor). (3) The drug is CCCC[C@@H]1C[C@H]1C(NC(=O)c1ccc(C(F)(F)F)cc1)c1ccc(C(=O)OC)cc1. The result is 0 (non-inhibitor). (4) The molecule is COC(=O)N1CCC2(CCCN(Cc3ccccc3OC)C2)CC1. The result is 0 (non-inhibitor). (5) The compound is CCC(C)c1ccc(Nc2ncccc2C#N)cc1. The result is 1 (inhibitor).